This data is from Full USPTO retrosynthesis dataset with 1.9M reactions from patents (1976-2016). The task is: Predict the reactants needed to synthesize the given product. (1) Given the product [N:1]1[CH:2]=[N:3][N:4]2[CH:9]=[C:8]([CH2:10][C:28]([C:29]3[CH:34]=[CH:33][N:32]=[C:31]([C:35]([F:38])([F:37])[F:36])[N:30]=3)=[O:47])[CH:7]=[CH:6][C:5]=12, predict the reactants needed to synthesize it. The reactants are: [N:1]1[CH:2]=[N:3][N:4]2[CH:9]=[C:8]([CH:10]=O)[CH:7]=[CH:6][C:5]=12.C1(OP([CH:28](NC2C=CC=CC=2)[C:29]2[CH:34]=[CH:33][N:32]=[C:31]([C:35]([F:38])([F:37])[F:36])[N:30]=2)(=O)OC2C=CC=CC=2)C=CC=CC=1.C([O-])([O-])=[O:47].[Cs+].[Cs+].Cl. (2) Given the product [C:15]1([CH:21]([C:2]2[S:1][C:9]3[CH:8]=[CH:7][N:6]=[CH:5][C:4]=3[CH:3]=2)[NH:22][S:23]([C:26]2[CH:36]=[CH:35][C:29]3[O:30][CH2:31][CH2:32][CH2:33][O:34][C:28]=3[CH:27]=2)(=[O:24])=[O:25])[CH:16]=[CH:17][CH:18]=[CH:19][CH:20]=1, predict the reactants needed to synthesize it. The reactants are: [S:1]1[C:9]2[CH:8]=[CH:7][N:6]=[CH:5][C:4]=2[CH:3]=[CH:2]1.C([Li])CCC.[C:15]1([CH:21]=[N:22][S:23]([C:26]2[CH:36]=[CH:35][C:29]3[O:30][CH2:31][CH2:32][CH2:33][O:34][C:28]=3[CH:27]=2)(=[O:25])=[O:24])[CH:20]=[CH:19][CH:18]=[CH:17][CH:16]=1. (3) The reactants are: [Cl:1][C:2]1[CH:7]=[C:6]([Cl:8])[CH:5]=[CH:4][C:3]=1[N:9]1[C:13]2=[N:14][C:15]([CH3:30])=[CH:16][C:17]([N:18]3[CH2:23][CH2:22][CH:21](O)[CH:20]([C:25]([O:27][CH2:28][CH3:29])=[O:26])[CH2:19]3)=[C:12]2[C:11]([CH3:31])=[C:10]1[CH3:32].C(N(CC)CC)C.CS(Cl)(=O)=O.C(=O)([O-])O.[Na+]. Given the product [CH2:28]([O:27][C:25]([C:20]1[CH2:19][N:18]([C:17]2[CH:16]=[C:15]([CH3:30])[N:14]=[C:13]3[N:9]([C:3]4[CH:4]=[CH:5][C:6]([Cl:8])=[CH:7][C:2]=4[Cl:1])[C:10]([CH3:32])=[C:11]([CH3:31])[C:12]=23)[CH2:23][CH2:22][CH:21]=1)=[O:26])[CH3:29], predict the reactants needed to synthesize it. (4) Given the product [F:6][C:5]([F:7])([O:8][C:9]([F:11])([F:10])[C:12]([F:14])([F:13])[S:15]([O-:17])(=[O:29])=[O:16])[C:1]([F:4])([F:3])[F:2].[CH3:1][N+:21]1[C:22]([CH3:27])=[CH:23][C:24]([CH3:26])=[CH:25][C:20]=1[CH3:19], predict the reactants needed to synthesize it. The reactants are: [C:1]([C:5]([O:8][C:9]([C:12]([S:15](F)(=[O:17])=[O:16])([F:14])[F:13])([F:11])[F:10])([F:7])[F:6])([F:4])([F:3])[F:2].[CH3:19][C:20]1[CH:25]=[C:24]([CH3:26])[CH:23]=[C:22]([CH3:27])[N:21]=1.C[OH:29]. (5) Given the product [CH3:2][O:3][C:4]([C:6]1[N:7]([CH3:13])[C:8]([CH2:11][N:14]2[CH2:18][CH2:17][CH2:16][CH2:15]2)=[N:9][CH:10]=1)=[O:5], predict the reactants needed to synthesize it. The reactants are: Cl.[CH3:2][O:3][C:4]([C:6]1[N:7]([CH3:13])[C:8]([CH2:11]Cl)=[N:9][CH:10]=1)=[O:5].[NH:14]1[CH2:18][CH2:17][CH2:16][CH2:15]1.